From a dataset of HIV replication inhibition screening data with 41,000+ compounds from the AIDS Antiviral Screen. Binary Classification. Given a drug SMILES string, predict its activity (active/inactive) in a high-throughput screening assay against a specified biological target. (1) The molecule is Cn1c(=O)[c-]2c(no[n+]2=O)n(C)c1=O. The result is 0 (inactive). (2) The molecule is COc1ccc(-c2cc(=O)c3ccc(O)cc3o2)cc1. The result is 0 (inactive). (3) The molecule is Fc1ccc(SC(CCl)CCl)cc1. The result is 0 (inactive). (4) The molecule is Oc1ccc(C=Cc2cc(O)cc3c2C(c2cc(O)cc4c2C(c2cc(O)cc5c2C(c2cc(O)cc(O)c2)C(c2ccc(O)cc2)O5)C(c2ccc(O)cc2)O4)C(c2ccc(O)cc2)O3)cc1. The result is 1 (active). (5) The molecule is O=[N+]([O-])c1cccc(C2N3CCCCC3C3c4[nH]c5ccccc5c4CCN32)c1. The result is 0 (inactive).